Task: Predict the reaction yield, written as a fraction of the theoretical maximum amount of product (1.0 means a 100% yield; for example, 0.34 means a 34% yield).. Dataset: Reaction yield outcomes from USPTO patents with 853,638 reactions (1) The reactants are [Cl-].[Al+3].[Cl-].[Cl-].C[O:6][C:7]1[CH:23]=[CH:22][C:10]2[CH2:11][CH:12]([CH2:17][C:18]([O:20][CH3:21])=[O:19])[C:13](=[O:16])[NH:14][CH2:15][C:9]=2[CH:8]=1.C(S)C. The catalyst is C(Cl)Cl. The product is [OH:6][C:7]1[CH:23]=[CH:22][C:10]2[CH2:11][CH:12]([CH2:17][C:18]([O:20][CH3:21])=[O:19])[C:13](=[O:16])[NH:14][CH2:15][C:9]=2[CH:8]=1. The yield is 0.910. (2) The reactants are [C:1]([O:4][C:5]1[CH:23]=[C:22]([NH2:24])[C:21]([Cl:25])=[CH:20][C:6]=1[C:7]([O:9][CH:10]1[CH2:15][CH:14]2[C:16]([CH3:18])([CH3:17])[C:11]1([CH3:19])[CH2:12][CH2:13]2)=[O:8])(=[O:3])[CH3:2].[Cl:26][C:27]1[CH:34]=[C:33]([Cl:35])[CH:32]=[C:29]([CH:30]=O)[C:28]=1[OH:36]. No catalyst specified. The product is [C:11]12([CH3:19])[C:16]([CH3:17])([CH3:18])[CH:14]([CH2:13][CH2:12]1)[CH2:15][CH:10]2[O:9][C:7](=[O:8])[C:6]1[CH:20]=[C:21]([Cl:25])[C:22]([NH:24][CH2:30][C:29]2[CH:32]=[C:33]([Cl:35])[CH:34]=[C:27]([Cl:26])[C:28]=2[OH:36])=[CH:23][C:5]=1[O:4][C:1](=[O:3])[CH3:2]. The yield is 0.716. (3) The reactants are [NH2:1][C:2]1[C:3]([Cl:13])=[C:4]([C:9]([F:12])=[CH:10][CH:11]=1)[C:5]([O:7][CH3:8])=[O:6].C(N(CC)CC)C.[CH2:21]([S:24](Cl)(=[O:26])=[O:25])[CH2:22][CH3:23]. The catalyst is ClCCl.O. The product is [Cl:13][C:3]1[C:2]([NH:1][S:24]([CH2:21][CH2:22][CH3:23])(=[O:26])=[O:25])=[CH:11][CH:10]=[C:9]([F:12])[C:4]=1[C:5]([O:7][CH3:8])=[O:6]. The yield is 0.970.